From a dataset of NCI-60 drug combinations with 297,098 pairs across 59 cell lines. Regression. Given two drug SMILES strings and cell line genomic features, predict the synergy score measuring deviation from expected non-interaction effect. (1) Drug 1: C1=NC(=NC(=O)N1C2C(C(C(O2)CO)O)O)N. Drug 2: C(CN)CNCCSP(=O)(O)O. Cell line: NCI-H522. Synergy scores: CSS=32.1, Synergy_ZIP=-3.03, Synergy_Bliss=-1.05, Synergy_Loewe=-3.32, Synergy_HSA=-1.68. (2) Drug 1: CC1=C2C(C(=O)C3(C(CC4C(C3C(C(C2(C)C)(CC1OC(=O)C(C(C5=CC=CC=C5)NC(=O)OC(C)(C)C)O)O)OC(=O)C6=CC=CC=C6)(CO4)OC(=O)C)OC)C)OC. Drug 2: C1CNP(=O)(OC1)N(CCCl)CCCl. Cell line: OVCAR-8. Synergy scores: CSS=72.4, Synergy_ZIP=10.3, Synergy_Bliss=8.42, Synergy_Loewe=-19.0, Synergy_HSA=8.21.